From a dataset of Full USPTO retrosynthesis dataset with 1.9M reactions from patents (1976-2016). Predict the reactants needed to synthesize the given product. (1) The reactants are: Br.[CH3:2][C:3]1([CH3:27])[CH2:12][CH2:11][C:10]([CH3:14])([CH3:13])[C:9]2[CH:8]=[C:7]([C:15]3[N:16]=[C:17]([N:20]4[CH2:25][CH2:24][CH:23]([NH2:26])[CH2:22][CH2:21]4)[S:18][CH:19]=3)[CH:6]=[CH:5][C:4]1=2.CC1(C)[O:33][C@@H:32]([CH:34]=O)[CH2:31][O:30]1.Cl.CO.Cl. Given the product [CH3:2][C:3]1([CH3:27])[CH2:12][CH2:11][C:10]([CH3:13])([CH3:14])[C:9]2[CH:8]=[C:7]([C:15]3[N:16]=[C:17]([N:20]4[CH2:25][CH2:24][CH:23]([NH:26][CH2:34][C@H:32]([OH:33])[CH2:31][OH:30])[CH2:22][CH2:21]4)[S:18][CH:19]=3)[CH:6]=[CH:5][C:4]1=2, predict the reactants needed to synthesize it. (2) Given the product [C:1]([O:5][C:6](=[O:19])[NH:7][C@@H:8]1[C:17]2[C:12](=[CH:13][CH:14]=[CH:15][CH:16]=2)[C@H:11]([O:18][CH2:30][C:28]2[CH:27]=[CH:26][N:25]=[C:24]([NH2:23])[CH:29]=2)[CH2:10][CH2:9]1)([CH3:4])([CH3:2])[CH3:3], predict the reactants needed to synthesize it. The reactants are: [C:1]([O:5][C:6](=[O:19])[NH:7][C@@H:8]1[C:17]2[C:12](=[CH:13][CH:14]=[CH:15][CH:16]=2)[C@H:11]([OH:18])[CH2:10][CH2:9]1)([CH3:4])([CH3:3])[CH3:2].[H-].[Na+].Br.[NH2:23][C:24]1[CH:29]=[C:28]([CH2:30]Br)[CH:27]=[CH:26][N:25]=1. (3) The reactants are: [N+:1]([C:4]1[C:8]2[N:9]=[C:10]([C:14]3[CH:19]=[CH:18][N:17]=[CH:16][CH:15]=3)[N:11]=[C:12]([OH:13])[C:7]=2[S:6][CH:5]=1)([O-])=O. Given the product [NH2:1][C:4]1[C:8]2[N:9]=[C:10]([C:14]3[CH:19]=[CH:18][N:17]=[CH:16][CH:15]=3)[N:11]=[C:12]([OH:13])[C:7]=2[S:6][CH:5]=1, predict the reactants needed to synthesize it. (4) Given the product [CH2:1]([O:8][C:9]1[CH:10]=[CH:11][C:12]([C@@H:20]([OH:42])[CH2:21][NH:22][CH2:23][C:24]2([CH3:41])[CH2:29][CH2:28][N:27]([CH2:30][CH2:31][O:32][CH2:33][CH2:34][C:35]3[CH:40]=[CH:39][CH:38]=[CH:37][CH:36]=3)[CH2:26][CH2:25]2)=[C:13]2[C:18]=1[NH:17][C:16](=[O:19])[CH:15]=[CH:14]2)[C:2]1[CH:3]=[CH:4][CH:5]=[CH:6][CH:7]=1, predict the reactants needed to synthesize it. The reactants are: [CH2:1]([O:8][C:9]1[CH:10]=[CH:11][C:12]([C@@H:20]([O:42][Si](C(C)(C)C)(C)C)[CH2:21][NH:22][CH2:23][C:24]2([CH3:41])[CH2:29][CH2:28][N:27]([CH2:30][CH2:31][O:32][CH2:33][CH2:34][C:35]3[CH:40]=[CH:39][CH:38]=[CH:37][CH:36]=3)[CH2:26][CH2:25]2)=[C:13]2[C:18]=1[NH:17][C:16](=[O:19])[CH:15]=[CH:14]2)[C:2]1[CH:7]=[CH:6][CH:5]=[CH:4][CH:3]=1.F.F.F.C(N(CC)CC)C.